From a dataset of Reaction yield outcomes from USPTO patents with 853,638 reactions. Predict the reaction yield, written as a fraction of the theoretical maximum amount of product (1.0 means a 100% yield; for example, 0.34 means a 34% yield). (1) The reactants are [F:1][C:2]1[CH:18]=[CH:17][CH:16]=[CH:15][C:3]=1[C:4]([NH:6][NH:7]C(OC(C)(C)C)=O)=[S:5].[F:19][C:20]([F:25])([F:24])[C:21]([OH:23])=[O:22]. The catalyst is ClCCl. The product is [F:19][C:20]([F:25])([F:24])[C:21]([OH:23])=[O:22].[F:1][C:2]1[CH:18]=[CH:17][CH:16]=[CH:15][C:3]=1[C:4]([NH:6][NH2:7])=[S:5]. The yield is 0.920. (2) The product is [N:25]1([C:23]2[N:24]=[C:19]([N:18]3[C:12]4[CH:11]=[C:10]([C:8]5[CH:7]=[N:6][N:5]([CH2:4][CH:1]6[CH2:3][CH2:2]6)[CH:9]=5)[N:15]=[CH:14][C:13]=4[CH:16]=[N:17]3)[CH:20]=[CH:21][CH:22]=2)[CH2:31][CH2:30][CH2:29][NH:28][CH2:27][CH2:26]1. The catalyst is Cl.CO. The reactants are [CH:1]1([CH2:4][N:5]2[CH:9]=[C:8]([C:10]3[N:15]=[CH:14][C:13]4[CH:16]=[N:17][N:18]([C:19]5[N:24]=[C:23]([N:25]6[CH2:31][CH2:30][CH2:29][N:28](C(OC(C)(C)C)=O)[CH2:27][CH2:26]6)[CH:22]=[CH:21][CH:20]=5)[C:12]=4[CH:11]=3)[CH:7]=[N:6]2)[CH2:3][CH2:2]1. The yield is 0.435.